This data is from NCI-60 drug combinations with 297,098 pairs across 59 cell lines. The task is: Regression. Given two drug SMILES strings and cell line genomic features, predict the synergy score measuring deviation from expected non-interaction effect. (1) Drug 1: C1CCC(C1)C(CC#N)N2C=C(C=N2)C3=C4C=CNC4=NC=N3. Drug 2: C1CN(P(=O)(OC1)NCCCl)CCCl. Cell line: OVCAR-8. Synergy scores: CSS=-6.89, Synergy_ZIP=0.657, Synergy_Bliss=-7.14, Synergy_Loewe=-9.22, Synergy_HSA=-9.08. (2) Drug 1: C1=C(C(=O)NC(=O)N1)F. Drug 2: C(CC(=O)O)C(=O)CN.Cl. Cell line: HCC-2998. Synergy scores: CSS=27.8, Synergy_ZIP=-9.65, Synergy_Bliss=-14.9, Synergy_Loewe=-9.43, Synergy_HSA=-9.37. (3) Drug 1: C1=NC(=NC(=O)N1C2C(C(C(O2)CO)O)O)N. Drug 2: CC(C)NC(=O)C1=CC=C(C=C1)CNNC.Cl. Cell line: HCT116. Synergy scores: CSS=39.0, Synergy_ZIP=2.47, Synergy_Bliss=4.25, Synergy_Loewe=-27.3, Synergy_HSA=2.83. (4) Drug 1: CCCS(=O)(=O)NC1=C(C(=C(C=C1)F)C(=O)C2=CNC3=C2C=C(C=N3)C4=CC=C(C=C4)Cl)F. Drug 2: CCCCCOC(=O)NC1=NC(=O)N(C=C1F)C2C(C(C(O2)C)O)O. Cell line: SF-539. Synergy scores: CSS=-1.06, Synergy_ZIP=-0.575, Synergy_Bliss=-3.52, Synergy_Loewe=-5.73, Synergy_HSA=-4.13. (5) Drug 1: CCC1(CC2CC(C3=C(CCN(C2)C1)C4=CC=CC=C4N3)(C5=C(C=C6C(=C5)C78CCN9C7C(C=CC9)(C(C(C8N6C)(C(=O)OC)O)OC(=O)C)CC)OC)C(=O)OC)O.OS(=O)(=O)O. Drug 2: C(CN)CNCCSP(=O)(O)O. Cell line: HOP-92. Synergy scores: CSS=-2.67, Synergy_ZIP=1.88, Synergy_Bliss=4.08, Synergy_Loewe=1.05, Synergy_HSA=0.372. (6) Drug 1: C1CCC(C1)C(CC#N)N2C=C(C=N2)C3=C4C=CNC4=NC=N3. Synergy scores: CSS=3.36, Synergy_ZIP=-1.69, Synergy_Bliss=-1.41, Synergy_Loewe=-1.03, Synergy_HSA=-0.599. Drug 2: CC1=CC=C(C=C1)C2=CC(=NN2C3=CC=C(C=C3)S(=O)(=O)N)C(F)(F)F. Cell line: SF-295.